This data is from Forward reaction prediction with 1.9M reactions from USPTO patents (1976-2016). The task is: Predict the product of the given reaction. (1) Given the reactants C(N(CC)CC)C.[CH2:8]([C@H:15]1[CH2:19][O:18][C:17](=[O:20])[NH:16]1)[C:9]1[CH:14]=[CH:13][CH:12]=[CH:11][CH:10]=1.[C:21](Cl)(=[O:26])[CH2:22][CH:23]([CH3:25])[CH3:24], predict the reaction product. The product is: [CH2:8]([C@H:15]1[CH2:19][O:18][C:17](=[O:20])[N:16]1[C:21](=[O:26])[CH2:22][CH:23]([CH3:25])[CH3:24])[C:9]1[CH:10]=[CH:11][CH:12]=[CH:13][CH:14]=1. (2) Given the reactants [C:1]([C:3]1[CH:26]=[CH:25][C:24]([N+:27]([O-:29])=[O:28])=[CH:23][C:4]=1[O:5][CH2:6][CH:7]([OH:22])[CH2:8][CH2:9][NH:10][C:11]([C:13]1[CH:21]=[CH:20][CH:19]=[CH:18][C:14]=1[C:15](O)=[O:16])=[O:12])#[N:2].Cl, predict the reaction product. The product is: [O:12]=[C:11]1[C:13]2[C:14](=[CH:18][CH:19]=[CH:20][CH:21]=2)[C:15](=[O:16])[N:10]1[CH2:9][CH2:8][CH:7]([OH:22])[CH2:6][O:5][C:4]1[CH:23]=[C:24]([N+:27]([O-:29])=[O:28])[CH:25]=[CH:26][C:3]=1[C:1]#[N:2]. (3) Given the reactants FC(F)(F)C([N:5]1[CH:10]2[CH2:11][CH2:12][CH:6]1[CH2:7][CH:8]([CH:13]1[C:26]3[CH:25]=[CH:24][C:23]([C:27]#[N:28])=[CH:22][C:21]=3[O:20][C:19]3[C:14]1=[CH:15][CH:16]=[CH:17][CH:18]=3)[CH2:9]2)=O.FC(F)(F)C(N1C2CCC1CC(C1C3C=CC(C4NN=NN=4)=CC=3OC3C1=CC=CC=3)C2)=O, predict the reaction product. The product is: [CH:10]12[NH:5][CH:6]([CH2:12][CH2:11]1)[CH2:7][CH:8]([CH:13]1[C:26]3[CH:25]=[CH:24][C:23]([C:27]#[N:28])=[CH:22][C:21]=3[O:20][C:19]3[C:14]1=[CH:15][CH:16]=[CH:17][CH:18]=3)[CH2:9]2. (4) Given the reactants [N:1]1[CH:6]=[CH:5][CH:4]=[C:3]([CH2:7][NH2:8])[CH:2]=1.C(N(CC)CC)C.[F:16][C:17]1[CH:22]=[C:21]([S:23][C:24]([F:27])([F:26])[F:25])[CH:20]=[CH:19][C:18]=1[N:28]([CH3:32])[C:29](Cl)=[O:30], predict the reaction product. The product is: [F:16][C:17]1[CH:22]=[C:21]([S:23][C:24]([F:27])([F:26])[F:25])[CH:20]=[CH:19][C:18]=1[N:28]([CH3:32])[C:29]([NH:8][CH2:7][C:3]1[CH:2]=[N:1][CH:6]=[CH:5][CH:4]=1)=[O:30]. (5) Given the reactants F[C:2]1[CH:3]=[C:4]2[C:9](=[CH:10][C:11]=1[N+:12]([O-:14])=[O:13])[NH:8][C:7](=[O:15])[N:6]([NH:16][S:17]([CH3:20])(=[O:19])=[O:18])[C:5]2=[O:21].[NH2:22][CH2:23][CH2:24][CH2:25][OH:26], predict the reaction product. The product is: [OH:26][CH2:25][CH2:24][CH2:23][NH:22][C:2]1[CH:3]=[C:4]2[C:9](=[CH:10][C:11]=1[N+:12]([O-:14])=[O:13])[NH:8][C:7](=[O:15])[N:6]([NH:16][S:17]([CH3:20])(=[O:19])=[O:18])[C:5]2=[O:21]. (6) Given the reactants [Si]([O:8][C@H:9]1[CH2:14][CH2:13][C@@H:12]([O:15][C:16]2[C:21]([Cl:22])=[CH:20][C:19]([S:23]([N:26]([CH2:33][C:34]3[CH:39]=[CH:38][C:37]([O:40][CH3:41])=[CH:36][C:35]=3[O:42][CH3:43])[C:27]3[CH:32]=[CH:31][N:30]=[CH:29][N:28]=3)(=[O:25])=[O:24])=[C:18]([F:44])[CH:17]=2)[C@H:11]([C:45]2[N:49]([CH3:50])[N:48]=[CH:47][CH:46]=2)[CH2:10]1)(C(C)(C)C)(C)C.[F-].C([N+](CCCC)(CCCC)CCCC)CCC, predict the reaction product. The product is: [Cl:22][C:21]1[C:16]([O:15][C@@H:12]2[CH2:13][CH2:14][C@H:9]([OH:8])[CH2:10][C@H:11]2[C:45]2[N:49]([CH3:50])[N:48]=[CH:47][CH:46]=2)=[CH:17][C:18]([F:44])=[C:19]([S:23]([N:26]([CH2:33][C:34]2[CH:39]=[CH:38][C:37]([O:40][CH3:41])=[CH:36][C:35]=2[O:42][CH3:43])[C:27]2[CH:32]=[CH:31][N:30]=[CH:29][N:28]=2)(=[O:25])=[O:24])[CH:20]=1.